This data is from Reaction yield outcomes from USPTO patents with 853,638 reactions. The task is: Predict the reaction yield, written as a fraction of the theoretical maximum amount of product (1.0 means a 100% yield; for example, 0.34 means a 34% yield). (1) The reactants are Cl[C:2]1[CH:7]=[C:6]([C:8]2[CH:13]=[C:12]([Cl:14])[CH:11]=[C:10]([Cl:15])[C:9]=2[Cl:16])[N:5]=[C:4]([NH2:17])[N:3]=1.[F:18][C:19]([F:28])([F:27])[C:20]1[CH:25]=[CH:24][C:23]([NH2:26])=[CH:22][CH:21]=1. No catalyst specified. The product is [Cl:16][C:9]1[C:10]([Cl:15])=[CH:11][C:12]([Cl:14])=[CH:13][C:8]=1[C:6]1[N:5]=[C:4]([NH2:17])[N:3]=[C:2]([NH:26][C:23]2[CH:24]=[CH:25][C:20]([C:19]([F:18])([F:27])[F:28])=[CH:21][CH:22]=2)[CH:7]=1. The yield is 0.450. (2) The reactants are C([O:3][C:4]([C:6]1([CH2:19][CH2:20][NH:21][C:22]2[CH:27]=[N:26][C:25]([Br:28])=[CH:24][N:23]=2)[CH2:11][CH2:10][N:9]([C:12]([O:14][C:15]([CH3:18])([CH3:17])[CH3:16])=[O:13])[CH2:8][CH2:7]1)=O)C.CC(C)([O-])C.[K+]. The catalyst is C1COCC1.C(OCC)(=O)C. The product is [C:15]([O:14][C:12]([N:9]1[CH2:10][CH2:11][C:6]2([C:4](=[O:3])[N:21]([C:22]3[CH:27]=[N:26][C:25]([Br:28])=[CH:24][N:23]=3)[CH2:20][CH2:19]2)[CH2:7][CH2:8]1)=[O:13])([CH3:17])([CH3:16])[CH3:18]. The yield is 0.250. (3) The reactants are C([O:4][C@@H:5]([CH2:8][C:9]1[CH:14]=[CH:13][CH:12]=[CH:11][C:10]=1[OH:15])[CH2:6][Br:7])(=O)C.BrC[C@@H](O)CC1C=C(F)C=CC=1O. No catalyst specified. The product is [Br:7][CH2:6][C@@H:5]([OH:4])[CH2:8][C:9]1[CH:14]=[CH:13][CH:12]=[CH:11][C:10]=1[OH:15]. The yield is 0.930. (4) The product is [C:1]([NH:8][CH:9]1[CH2:14][CH2:13][N:12]([S:23]([CH3:22])(=[O:25])=[O:24])[CH2:11][CH2:10]1)([O:3][C:4]([CH3:7])([CH3:6])[CH3:5])=[O:2]. The yield is 0.890. The catalyst is ClCCl. The reactants are [C:1]([NH:8][CH:9]1[CH2:14][CH2:13][NH:12][CH2:11][CH2:10]1)([O:3][C:4]([CH3:7])([CH3:6])[CH3:5])=[O:2].C(N(CC)CC)C.[CH3:22][S:23](Cl)(=[O:25])=[O:24]. (5) The reactants are [N:1]1[CH:6]=[CH:5][CH:4]=[CH:3][C:2]=1CCCO.[C:11]([O:14][C:15](=O)[CH3:16])(=[O:13])[CH3:12].N1C=CC=C[CH:19]=1. No catalyst specified. The product is [C:11]([O:14][CH2:15][CH2:16][CH2:19][C:5]1[CH:6]=[N:1][CH:2]=[CH:3][CH:4]=1)(=[O:13])[CH3:12]. The yield is 0.990.